This data is from Forward reaction prediction with 1.9M reactions from USPTO patents (1976-2016). The task is: Predict the product of the given reaction. (1) The product is: [CH:1]1([N:4]2[C:13]3[C:8](=[C:9]([NH:18][CH3:19])[C:10]([F:17])=[C:11]([NH:33][CH2:32][CH2:31][NH:30][C:25]4[CH:26]=[CH:27][CH:28]=[CH:29][N:24]=4)[C:12]=3[O:14][CH3:15])[C:7](=[O:20])[C:6]([C:21]([OH:23])=[O:22])=[CH:5]2)[CH2:3][CH2:2]1. Given the reactants [CH:1]1([N:4]2[C:13]3[C:8](=[C:9]([NH:18][CH3:19])[C:10]([F:17])=[C:11](F)[C:12]=3[O:14][CH3:15])[C:7](=[O:20])[C:6]([C:21]([OH:23])=[O:22])=[CH:5]2)[CH2:3][CH2:2]1.[N:24]1[CH:29]=[CH:28][CH:27]=[CH:26][C:25]=1[NH:30][CH2:31][CH2:32][NH2:33].C(N(CC)CC)C, predict the reaction product. (2) Given the reactants [CH3:1][Mg]Cl.[F:4][C:5]1[CH:10]=[CH:9][C:8]([CH:11]2[C:20](=[O:21])[C:19]3[C:14](=[CH:15][C:16]([O:22][CH:23]4[CH2:28][CH2:27][CH2:26][CH2:25][O:24]4)=[CH:17][CH:18]=3)[O:13][CH:12]2[C:29]2[CH:34]=[CH:33][C:32]([I:35])=[CH:31][CH:30]=2)=[CH:7][CH:6]=1.[NH4+].[Cl-], predict the reaction product. The product is: [F:4][C:5]1[CH:10]=[CH:9][C:8]([CH:11]2[C:20]([CH3:1])([OH:21])[C:19]3[C:14](=[CH:15][C:16]([O:22][CH:23]4[CH2:28][CH2:27][CH2:26][CH2:25][O:24]4)=[CH:17][CH:18]=3)[O:13][CH:12]2[C:29]2[CH:30]=[CH:31][C:32]([I:35])=[CH:33][CH:34]=2)=[CH:7][CH:6]=1. (3) Given the reactants [Cl:1][C:2]1[CH:3]=[N:4][C:5]2[C:10]([C:11]=1[CH:12]=[CH2:13])=[CH:9][C:8]([O:14][CH3:15])=[CH:7][CH:6]=2.S(S([O-])=O)([O-])(=O)=[O:17].[Na+].[Na+].[OH2:25], predict the reaction product. The product is: [Cl:1][C:2]1[CH:3]=[N:4][C:5]2[C:10]([C:11]=1[CH:12]([OH:17])[CH2:13][OH:25])=[CH:9][C:8]([O:14][CH3:15])=[CH:7][CH:6]=2.